This data is from Catalyst prediction with 721,799 reactions and 888 catalyst types from USPTO. The task is: Predict which catalyst facilitates the given reaction. (1) Reactant: CO[CH:3](OC)[CH2:4][NH:5][C:6]([NH:8][C:9]1[CH:14]=[CH:13][CH:12]=[CH:11][C:10]=1[CH:15]1[CH2:20][CH2:19][N:18]([C:21]([O:23]C(C)(C)C)=O)[CH2:17][CH2:16]1)=[O:7].C(O)(C(F)(F)F)=O.[NH:37]([C:50]([O:52][C:53]([CH3:56])([CH3:55])[CH3:54])=[O:51])[C@@H:38](C(O)=O)[CH2:39][C:40]1[CH:45]=[CH:44][C:43]([Cl:46])=[CH:42][CH:41]=1.C(Cl)CCl.C1C=CC2N(O)N=NC=2C=1. Product: [Cl:46][C:43]1[CH:42]=[CH:41][C:40]([CH2:39][C@@H:38]([NH:37][C:50]([O:52][C:53]([CH3:56])([CH3:55])[CH3:54])=[O:51])[C:21](=[O:23])[N:18]2[CH2:17][CH2:16][CH:15]([C:10]3[CH:11]=[CH:12][CH:13]=[CH:14][C:9]=3[N:8]3[CH:3]=[CH:4][NH:5][C:6]3=[O:7])[CH2:20][CH2:19]2)=[CH:45][CH:44]=1. The catalyst class is: 2. (2) Reactant: C([O:3][C:4]([C:6]1[C:11]([Cl:12])=[CH:10][C:9]([C:13]([F:16])([F:15])[F:14])=[CH:8][N:7]=1)=[O:5])C.[OH-].[Na+]. Product: [Cl:12][C:11]1[C:6]([C:4]([OH:5])=[O:3])=[N:7][CH:8]=[C:9]([C:13]([F:16])([F:14])[F:15])[CH:10]=1. The catalyst class is: 97. (3) Reactant: [NH2:1][C:2]([C:6]1[CH:11]=[CH:10][C:9]([O:12][C:13]2[CH:18]=[CH:17][CH:16]=[CH:15][CH:14]=2)=[CH:8][CH:7]=1)=[CH:3][C:4]#[N:5].C([O:21][C:22](=O)[CH2:23][C:24]([CH:26]1[CH2:31][CH2:30][N:29]([C:32]([O:34][CH2:35][C:36]2[CH:41]=[CH:40][CH:39]=[CH:38][CH:37]=2)=[O:33])[CH2:28][CH2:27]1)=O)C. Product: [C:4]([C:3]1[C:22](=[O:21])[CH:23]=[C:24]([CH:26]2[CH2:27][CH2:28][N:29]([C:32]([O:34][CH2:35][C:36]3[CH:37]=[CH:38][CH:39]=[CH:40][CH:41]=3)=[O:33])[CH2:30][CH2:31]2)[NH:1][C:2]=1[C:6]1[CH:11]=[CH:10][C:9]([O:12][C:13]2[CH:18]=[CH:17][CH:16]=[CH:15][CH:14]=2)=[CH:8][CH:7]=1)#[N:5]. The catalyst class is: 395. (4) Reactant: Cl.[CH2:2]([O:9][C:10](=[O:53])[C@H:11]([CH:50]([CH3:52])[CH3:51])[NH:12][CH2:13][C:14]1[CH:19]=[CH:18][C:17]([C:20]2[CH:25]=[CH:24][CH:23]=[CH:22][C:21]=2[C:26]2[N:30]([C:31]([C:44]3[CH:49]=[CH:48][CH:47]=[CH:46][CH:45]=3)([C:38]3[CH:43]=[CH:42][CH:41]=[CH:40][CH:39]=3)[C:32]3[CH:37]=[CH:36][CH:35]=[CH:34][CH:33]=3)[N:29]=[N:28][N:27]=2)=[CH:16][CH:15]=1)[C:3]1[CH:8]=[CH:7][CH:6]=[CH:5][CH:4]=1.C(N(CC)C(C)C)(C)C.[C:63](Cl)(=[O:68])[CH2:64][CH2:65][CH2:66][CH3:67].O. Product: [CH2:2]([O:9][C:10](=[O:53])[C@H:11]([CH:50]([CH3:51])[CH3:52])[N:12]([CH2:13][C:14]1[CH:15]=[CH:16][C:17]([C:20]2[CH:25]=[CH:24][CH:23]=[CH:22][C:21]=2[C:26]2[N:30]([C:31]([C:32]3[CH:33]=[CH:34][CH:35]=[CH:36][CH:37]=3)([C:38]3[CH:39]=[CH:40][CH:41]=[CH:42][CH:43]=3)[C:44]3[CH:49]=[CH:48][CH:47]=[CH:46][CH:45]=3)[N:29]=[N:28][N:27]=2)=[CH:18][CH:19]=1)[C:63](=[O:68])[CH2:64][CH2:65][CH2:66][CH3:67])[C:3]1[CH:4]=[CH:5][CH:6]=[CH:7][CH:8]=1. The catalyst class is: 11. (5) Product: [C:1]12([CH2:11][O:12][C:13]3[C:18]([Br:19])=[CH:17][N:16]=[C:15]([NH:22][NH2:23])[CH:14]=3)[CH2:10][CH:5]3[CH2:6][CH:7]([CH2:9][CH:3]([CH2:4]3)[CH2:2]1)[CH2:8]2. Reactant: [C:1]12([CH2:11][O:12][C:13]3[C:18]([Br:19])=[CH:17][N:16]=[C:15](Cl)[CH:14]=3)[CH2:10][CH:5]3[CH2:6][CH:7]([CH2:9][CH:3]([CH2:4]3)[CH2:2]1)[CH2:8]2.O.[NH2:22][NH2:23]. The catalyst class is: 12. (6) Reactant: [Br:1][C:2]1[CH:3]=[CH:4][C:5]2[O:10][CH2:9][C@H:8]([CH2:11][OH:12])[O:7][C:6]=2[CH:13]=1.[C:14]1(O)[CH:19]=[CH:18][CH:17]=[CH:16][CH:15]=1.C1(P(C2C=CC=CC=2)C2C=CC=CC=2)C=CC=CC=1.CCOC(/N=N/C(OCC)=O)=O. Product: [Br:1][C:2]1[CH:3]=[CH:4][C:5]2[O:10][CH2:9][C@H:8]([CH2:11][O:12][C:14]3[CH:19]=[CH:18][CH:17]=[CH:16][CH:15]=3)[O:7][C:6]=2[CH:13]=1. The catalyst class is: 1. (7) Reactant: [F:1][C:2]1[CH:9]=[C:8]([F:10])[CH:7]=[C:6]([O:11][C@H:12]([CH2:14][CH:15]=[CH2:16])[CH3:13])[C:3]=1[CH:4]=[O:5].[H-].[Al+3].[Li+].[H-].[H-].[H-]. Product: [F:1][C:2]1[CH:9]=[C:8]([F:10])[CH:7]=[C:6]([O:11][C@H:12]([CH2:14][CH:15]=[CH2:16])[CH3:13])[C:3]=1[CH2:4][OH:5]. The catalyst class is: 1. (8) Reactant: CO[C:3]1[CH:12]=[CH:11][C:10]([NH:13]C(=S)C)=[CH:9][C:4]=1[C:5]([O:7][CH3:8])=O.[C:17]([NH:20][NH2:21])(=O)C.[C:22]([O:25][CH2:26]C)(=[O:24])[CH3:23].Cl[CH2:29]Cl.CO.ClCCl. Product: [CH3:8][O:7][C:5]1[CH:4]=[CH:3][C:12]([CH:11]2[C:10]([CH3:9])=[N:13][NH:21][N:20]2[CH3:17])=[CH:29][C:23]=1[C:22]([O:25][CH3:26])=[O:24]. The catalyst class is: 51.